Dataset: Cav3 T-type calcium channel HTS with 100,875 compounds. Task: Binary Classification. Given a drug SMILES string, predict its activity (active/inactive) in a high-throughput screening assay against a specified biological target. (1) The drug is Clc1cc2c(nc(nc2cc1)N\N=C\c1c(cccc1)C#N)c1ccccc1. The result is 0 (inactive). (2) The molecule is O=C(Nc1c(n(n(c1=O)c1ccccc1)C)C)CCC1CCCCC1. The result is 0 (inactive). (3) The molecule is S(=O)(=O)(c1c(cc(nc1Oc1cc(cc(c1)C)C)c1ccccc1)C)C. The result is 0 (inactive). (4) The drug is s1c(c(c2c1nc[nH]c2=O)C)C(=O)Nc1c(cc(cc1)C)C. The result is 0 (inactive).